This data is from NCI-60 drug combinations with 297,098 pairs across 59 cell lines. The task is: Regression. Given two drug SMILES strings and cell line genomic features, predict the synergy score measuring deviation from expected non-interaction effect. (1) Drug 1: CC(C1=C(C=CC(=C1Cl)F)Cl)OC2=C(N=CC(=C2)C3=CN(N=C3)C4CCNCC4)N. Drug 2: C1C(C(OC1N2C=NC(=NC2=O)N)CO)O. Cell line: 786-0. Synergy scores: CSS=16.1, Synergy_ZIP=-2.99, Synergy_Bliss=4.98, Synergy_Loewe=0.768, Synergy_HSA=4.51. (2) Drug 1: C1=CC(=CC=C1CCC2=CNC3=C2C(=O)NC(=N3)N)C(=O)NC(CCC(=O)O)C(=O)O. Drug 2: CN(C)N=NC1=C(NC=N1)C(=O)N. Cell line: SNB-19. Synergy scores: CSS=34.1, Synergy_ZIP=-3.66, Synergy_Bliss=-3.35, Synergy_Loewe=-38.0, Synergy_HSA=-4.64. (3) Drug 1: CC(CN1CC(=O)NC(=O)C1)N2CC(=O)NC(=O)C2. Drug 2: CC1=CC2C(CCC3(C2CCC3(C(=O)C)OC(=O)C)C)C4(C1=CC(=O)CC4)C. Cell line: BT-549. Synergy scores: CSS=13.3, Synergy_ZIP=-2.59, Synergy_Bliss=5.40, Synergy_Loewe=-0.601, Synergy_HSA=3.18. (4) Drug 1: CC1CCC2CC(C(=CC=CC=CC(CC(C(=O)C(C(C(=CC(C(=O)CC(OC(=O)C3CCCCN3C(=O)C(=O)C1(O2)O)C(C)CC4CCC(C(C4)OC)O)C)C)O)OC)C)C)C)OC. Drug 2: CC1=C(C(=CC=C1)Cl)NC(=O)C2=CN=C(S2)NC3=CC(=NC(=N3)C)N4CCN(CC4)CCO. Cell line: COLO 205. Synergy scores: CSS=7.24, Synergy_ZIP=-1.89, Synergy_Bliss=-0.859, Synergy_Loewe=-0.108, Synergy_HSA=-0.646. (5) Cell line: NCIH23. Drug 1: C1CC(CCC1OC2=C(C(=CC=C2)Cl)F)(CC3=NC(=CC=C3)NC4=NC=CS4)C(=O)O. Synergy scores: CSS=60.7, Synergy_ZIP=-0.110, Synergy_Bliss=-0.513, Synergy_Loewe=7.29, Synergy_HSA=10.2. Drug 2: C1=CC(=C(C=C1I)F)NC2=C(C=CC(=C2F)F)C(=O)NOCC(CO)O. (6) Drug 1: CC1=C2C(C(=O)C3(C(CC4C(C3C(C(C2(C)C)(CC1OC(=O)C(C(C5=CC=CC=C5)NC(=O)OC(C)(C)C)O)O)OC(=O)C6=CC=CC=C6)(CO4)OC(=O)C)O)C)O. Drug 2: CC1=C(N=C(N=C1N)C(CC(=O)N)NCC(C(=O)N)N)C(=O)NC(C(C2=CN=CN2)OC3C(C(C(C(O3)CO)O)O)OC4C(C(C(C(O4)CO)O)OC(=O)N)O)C(=O)NC(C)C(C(C)C(=O)NC(C(C)O)C(=O)NCCC5=NC(=CS5)C6=NC(=CS6)C(=O)NCCC[S+](C)C)O. Cell line: NCI/ADR-RES. Synergy scores: CSS=30.2, Synergy_ZIP=-0.354, Synergy_Bliss=-0.529, Synergy_Loewe=-2.35, Synergy_HSA=0.191.